Dataset: CYP3A4 inhibition data for predicting drug metabolism from PubChem BioAssay. Task: Regression/Classification. Given a drug SMILES string, predict its absorption, distribution, metabolism, or excretion properties. Task type varies by dataset: regression for continuous measurements (e.g., permeability, clearance, half-life) or binary classification for categorical outcomes (e.g., BBB penetration, CYP inhibition). Dataset: cyp3a4_veith. (1) The drug is NCCc1nc(-c2nc(C(=O)O)cs2)cs1. The result is 0 (non-inhibitor). (2) The drug is Cc1ccc2ccccc2c1CSc1nc(N)nc2c1ncn2CC(C)C. The result is 0 (non-inhibitor). (3) The molecule is O=C(NC1CCCCC1)N1CCCC(c2nc(-c3cccs3)no2)C1. The result is 1 (inhibitor). (4) The compound is Oc1ccc(CNCc2ccccc2)c2cccnc12. The result is 0 (non-inhibitor). (5) The compound is Fc1ccc(N2CCN(c3ccc4c(C(F)(F)F)cc(C(F)(F)F)nc4n3)CC2)cc1. The result is 1 (inhibitor). (6) The compound is NC(=O)N[C@H](CC(=O)O)C(=O)O. The result is 0 (non-inhibitor).